From a dataset of Catalyst prediction with 721,799 reactions and 888 catalyst types from USPTO. Predict which catalyst facilitates the given reaction. (1) The catalyst class is: 57. Product: [Cl:26][C:27]1[CH:32]=[C:31]([C:2]2[C:7]([C:8]([C:11]#[N:12])([CH3:10])[CH3:9])=[CH:6][CH:5]=[C:4]([NH:13][C:14](=[O:25])[C:15]3[CH:20]=[CH:19][C:18]([O:21][CH3:22])=[C:17]([O:23][CH3:24])[CH:16]=3)[CH:3]=2)[CH:30]=[CH:29][CH:28]=1. Reactant: Br[C:2]1[CH:3]=[C:4]([NH:13][C:14](=[O:25])[C:15]2[CH:20]=[CH:19][C:18]([O:21][CH3:22])=[C:17]([O:23][CH3:24])[CH:16]=2)[CH:5]=[CH:6][C:7]=1[C:8]([C:11]#[N:12])([CH3:10])[CH3:9].[Cl:26][C:27]1[CH:28]=[C:29](B(O)O)[CH:30]=[CH:31][CH:32]=1.C([O-])([O-])=O.[K+].[K+]. (2) Reactant: Cl.[CH3:2][C:3]1[CH:9]=[C:8]([O:10][CH3:11])[C:7]([N+:12]([O-:14])=[O:13])=[CH:6][C:4]=1[NH2:5].[CH3:15][CH2:16][N:17]([CH:21](C)C)[CH:18](C)C.BrCC(Cl)=[O:27].CNC. Product: [CH3:18][N:17]([CH3:21])[CH2:16][C:15]([NH:5][C:4]1[CH:6]=[C:7]([N+:12]([O-:14])=[O:13])[C:8]([O:10][CH3:11])=[CH:9][C:3]=1[CH3:2])=[O:27]. The catalyst class is: 49.